From a dataset of NCI-60 drug combinations with 297,098 pairs across 59 cell lines. Regression. Given two drug SMILES strings and cell line genomic features, predict the synergy score measuring deviation from expected non-interaction effect. Drug 1: CC1=C2C(C(=O)C3(C(CC4C(C3C(C(C2(C)C)(CC1OC(=O)C(C(C5=CC=CC=C5)NC(=O)OC(C)(C)C)O)O)OC(=O)C6=CC=CC=C6)(CO4)OC(=O)C)O)C)O. Drug 2: CC1C(C(CC(O1)OC2CC(CC3=C2C(=C4C(=C3O)C(=O)C5=CC=CC=C5C4=O)O)(C(=O)C)O)N)O. Cell line: CCRF-CEM. Synergy scores: CSS=46.8, Synergy_ZIP=-6.15, Synergy_Bliss=-5.43, Synergy_Loewe=-2.65, Synergy_HSA=-0.955.